Dataset: Full USPTO retrosynthesis dataset with 1.9M reactions from patents (1976-2016). Task: Predict the reactants needed to synthesize the given product. (1) Given the product [CH2:1]([N:8]1[CH2:12][CH2:11][CH:10]([NH:13][C:14]2[N:19]=[C:18]([CH3:20])[C:17](/[CH:21]=[CH:22]/[C:23]([NH:33][O:32][CH:27]3[CH2:28][CH2:29][CH2:30][CH2:31][O:26]3)=[O:24])=[CH:16][N:15]=2)[CH2:9]1)[C:2]1[CH:7]=[CH:6][CH:5]=[CH:4][CH:3]=1, predict the reactants needed to synthesize it. The reactants are: [CH2:1]([N:8]1[CH2:12][CH2:11][CH:10]([NH:13][C:14]2[N:19]=[C:18]([CH3:20])[C:17](/[CH:21]=[CH:22]/[C:23](O)=[O:24])=[CH:16][N:15]=2)[CH2:9]1)[C:2]1[CH:7]=[CH:6][CH:5]=[CH:4][CH:3]=1.[O:26]1[CH2:31][CH2:30][CH2:29][CH2:28][CH:27]1[O:32][NH2:33].C1C=CC2N(O)N=NC=2C=1.CCN=C=NCCCN(C)C. (2) Given the product [CH3:22][C:19]1[CH:20]=[CH:21][C:16]([O:15][C:9]2[C:8]3[C:13](=[CH:14][C:5]([O:4][CH2:3][CH2:2][N:33]4[CH2:38][CH2:37][O:36][CH2:35][CH2:34]4)=[C:6]([O:31][CH3:32])[CH:7]=3)[N:12]=[CH:11][CH:10]=2)=[C:17]([C:23]([C:25]2[CH:26]=[CH:27][CH:28]=[CH:29][CH:30]=2)=[O:24])[CH:18]=1, predict the reactants needed to synthesize it. The reactants are: Cl[CH2:2][CH2:3][O:4][C:5]1[CH:14]=[C:13]2[C:8]([C:9]([O:15][C:16]3[CH:21]=[CH:20][C:19]([CH3:22])=[CH:18][C:17]=3[C:23]([C:25]3[CH:30]=[CH:29][CH:28]=[CH:27][CH:26]=3)=[O:24])=[CH:10][CH:11]=[N:12]2)=[CH:7][C:6]=1[O:31][CH3:32].[NH:33]1[CH2:38][CH2:37][O:36][CH2:35][CH2:34]1.C(=O)([O-])[O-].[K+].[K+].O. (3) Given the product [CH3:1][O:2][C:3]([C:5]1[CH2:6][N:7]([C:21]([O:23][C:24]([CH3:27])([CH3:26])[CH3:25])=[O:22])[CH2:8][CH2:9][C:10]=1[C:11]1[CH:16]=[CH:15][C:14]([CH2:17][CH2:18][CH2:19][O:20][C:30]2[C:31]([F:36])=[CH:32][CH:33]=[C:34]([F:35])[C:29]=2[F:28])=[CH:13][CH:12]=1)=[O:4], predict the reactants needed to synthesize it. The reactants are: [CH3:1][O:2][C:3]([C:5]1[CH2:6][N:7]([C:21]([O:23][C:24]([CH3:27])([CH3:26])[CH3:25])=[O:22])[CH2:8][CH2:9][C:10]=1[C:11]1[CH:16]=[CH:15][C:14]([CH2:17][CH2:18][CH2:19][OH:20])=[CH:13][CH:12]=1)=[O:4].[F:28][C:29]1[C:34]([F:35])=[CH:33][CH:32]=[C:31]([F:36])[C:30]=1O.C(P(CCCC)CCCC)CCC. (4) Given the product [Cl:43][C:40]1[CH:41]=[CH:42][C:37]([C@@H:32]([O:31][C:4]2[N:3]=[C:2]([NH:1][C:54]([CH:50]3[CH2:53][CH2:52][CH2:51]3)=[O:55])[N:7]=[C:6]([N:8]3[CH2:30][CH2:29][C:11]4([CH2:15][N:14]([C:16]([O:18][CH2:19][C:20]5[CH:25]=[CH:24][CH:23]=[CH:22][CH:21]=5)=[O:17])[C@H:13]([C:26]([O:28][CH2:58][CH3:59])=[O:27])[CH2:12]4)[CH2:10][CH2:9]3)[CH:5]=2)[C:33]([F:35])([F:34])[F:36])=[C:38]([N:44]2[CH:48]=[CH:47][C:46]([CH3:49])=[N:45]2)[CH:39]=1, predict the reactants needed to synthesize it. The reactants are: [NH2:1][C:2]1[N:7]=[C:6]([N:8]2[CH2:30][CH2:29][C:11]3([CH2:15][N:14]([C:16]([O:18][CH2:19][C:20]4[CH:25]=[CH:24][CH:23]=[CH:22][CH:21]=4)=[O:17])[C@H:13]([C:26]([OH:28])=[O:27])[CH2:12]3)[CH2:10][CH2:9]2)[CH:5]=[C:4]([O:31][C@H:32]([C:37]2[CH:42]=[CH:41][C:40]([Cl:43])=[CH:39][C:38]=2[N:44]2[CH:48]=[CH:47][C:46]([CH3:49])=[N:45]2)[C:33]([F:36])([F:35])[F:34])[N:3]=1.[CH:50]1([C:54](Cl)=[O:55])[CH2:53][CH2:52][CH2:51]1.N1C=CC=[CH:59][CH:58]=1. (5) Given the product [OH:8][CH2:7][CH:4]1[CH2:5][CH2:6][CH:1]([CH2:9][O:10][CH:11]=[CH:12][CH3:13])[CH2:2][CH2:3]1, predict the reactants needed to synthesize it. The reactants are: [CH:1]1([CH2:9][OH:10])[CH2:6][CH2:5][CH:4]([CH2:7][OH:8])[CH2:3][CH2:2]1.[CH2:11](Cl)[CH:12]=[CH2:13].[OH-].[Na+].C1(C)C=CC=CC=1. (6) Given the product [CH:33]([O:32][C:30]([NH:29][C:28]1[CH:46]=[CH:47][N:24]([CH2:23][C:22]([N:6]([CH2:7][CH2:8][NH:9][S:10]([C:13]2[CH:18]=[CH:17][CH:16]=[CH:15][C:14]=2[N+:19]([O-:21])=[O:20])(=[O:11])=[O:12])[CH2:5][C:4]([OH:49])=[O:3])=[O:48])[C:25](=[O:26])[N:27]=1)=[O:31])([C:40]1[CH:41]=[CH:42][CH:43]=[CH:44][CH:45]=1)[C:34]1[CH:35]=[CH:36][CH:37]=[CH:38][CH:39]=1, predict the reactants needed to synthesize it. The reactants are: C([O:3][C:4](=[O:49])[CH2:5][N:6]([C:22](=[O:48])[CH2:23][N:24]1[CH:47]=[CH:46][C:28]([NH:29][C:30]([O:32][CH:33]([C:40]2[CH:45]=[CH:44][CH:43]=[CH:42][CH:41]=2)[C:34]2[CH:39]=[CH:38][CH:37]=[CH:36][CH:35]=2)=[O:31])=[N:27][C:25]1=[O:26])[CH2:7][CH2:8][NH:9][S:10]([C:13]1[CH:18]=[CH:17][CH:16]=[CH:15][C:14]=1[N+:19]([O-:21])=[O:20])(=[O:12])=[O:11])C.[OH-].[Li+].Cl.[Cl-].[Na+].